Task: Predict which catalyst facilitates the given reaction.. Dataset: Catalyst prediction with 721,799 reactions and 888 catalyst types from USPTO Reactant: Br[C:2]1[CH:3]=[C:4]2[O:11][CH2:10][CH:9]([CH2:12][O:13][Si:14]([C:17]([CH3:20])([CH3:19])[CH3:18])([CH3:16])[CH3:15])[O:8][C:5]2=[N:6][CH:7]=1.[Li][CH2:22]CCC.IC.[NH4+].[Cl-]. Product: [CH3:18][C:17]([Si:14]([CH3:16])([CH3:15])[O:13][CH2:12][CH:9]1[O:8][C:5]2=[N:6][CH:7]=[C:2]([CH3:22])[CH:3]=[C:4]2[O:11][CH2:10]1)([CH3:20])[CH3:19]. The catalyst class is: 1.